Predict the reactants needed to synthesize the given product. From a dataset of Full USPTO retrosynthesis dataset with 1.9M reactions from patents (1976-2016). (1) Given the product [NH:8]1[C:10](=[O:11])[C:9](=[O:13])[NH:1][C:2]2[N:3]=[CH:4][CH:5]=[CH:6][C:7]1=2, predict the reactants needed to synthesize it. The reactants are: [NH2:1][C:2]1[C:7]([NH2:8])=[CH:6][CH:5]=[CH:4][N:3]=1.[C:9](O)(=[O:13])[C:10](O)=[O:11]. (2) The reactants are: [Cl:1][C:2]1[C:3]([C:26]2[CH:31]=[CH:30][C:29]([O:32][CH3:33])=[CH:28][CH:27]=2)=[C:4]2[C:18]3[CH2:19][CH2:20][CH:21]([C:23](O)=[O:24])[CH2:22][C:17]=3[S:16][C:5]2=[N:6][C:7]=1[CH2:8][N:9]1[C:13](=[O:14])[CH2:12][CH2:11][C:10]1=[O:15].[NH:34]1[CH2:39][CH2:38][O:37][CH2:36][CH2:35]1.Cl.CN(C)CCCN=C=NCC.CN(C=O)C. Given the product [Cl:1][C:2]1[C:3]([C:26]2[CH:31]=[CH:30][C:29]([O:32][CH3:33])=[CH:28][CH:27]=2)=[C:4]2[C:18]3[CH2:19][CH2:20][CH:21]([C:23]([N:34]4[CH2:39][CH2:38][O:37][CH2:36][CH2:35]4)=[O:24])[CH2:22][C:17]=3[S:16][C:5]2=[N:6][C:7]=1[CH2:8][N:9]1[C:13](=[O:14])[CH2:12][CH2:11][C:10]1=[O:15], predict the reactants needed to synthesize it.